This data is from Full USPTO retrosynthesis dataset with 1.9M reactions from patents (1976-2016). The task is: Predict the reactants needed to synthesize the given product. Given the product [Cl:1][C:2]1[CH:3]=[C:4]2[C:9](=[CH:10][C:11]=1[O:12][CH3:13])[NH:8][C:7](=[O:14])[C:6]([CH:15]=[N:23][S:21]([C:18]([CH3:20])([CH3:19])[CH3:17])=[O:22])=[CH:5]2, predict the reactants needed to synthesize it. The reactants are: [Cl:1][C:2]1[CH:3]=[C:4]2[C:9](=[CH:10][C:11]=1[O:12][CH3:13])[NH:8][C:7](=[O:14])[C:6]([CH:15]=O)=[CH:5]2.[CH3:17][C:18]([S:21]([NH2:23])=[O:22])([CH3:20])[CH3:19].